This data is from Catalyst prediction with 721,799 reactions and 888 catalyst types from USPTO. The task is: Predict which catalyst facilitates the given reaction. (1) Product: [OH:67][C@@H:65]([CH3:66])[C:64]([N:61]1[CH2:62][CH2:63][CH:58]([NH:57][C:19]([C:16]2[C:12]3[N:13]=[CH:14][N:15]=[C:10]([C:8]4[CH:9]=[C:4]([C:1](=[O:3])[CH3:2])[CH:5]=[CH:6][C:7]=4[O:22][CH2:23][CH:24]4[CH2:25][CH2:26]4)[C:11]=3[NH:18][CH:17]=2)=[O:20])[CH2:59][CH2:60]1)=[O:68]. The catalyst class is: 4. Reactant: [C:1]([C:4]1[CH:5]=[CH:6][C:7]([O:22][CH2:23][CH:24]2[CH2:26][CH2:25]2)=[C:8]([C:10]2[C:11]3[NH:18][CH:17]=[C:16]([C:19](O)=[O:20])[C:12]=3[N:13]=[CH:14][N:15]=2)[CH:9]=1)(=[O:3])[CH3:2].Cl.CN(C)CCCN=C=NCC.C(N(CC)CC)C.ON1C2C=CC=CC=2N=N1.Cl.[NH2:57][CH:58]1[CH2:63][CH2:62][N:61]([C:64](=[O:68])[C@@H:65]([OH:67])[CH3:66])[CH2:60][CH2:59]1. (2) Reactant: [Br:1][C:2]1[N:3]([CH:21]([CH3:23])[CH3:22])[C:4]([CH:12]([C:14]2[CH:19]=[CH:18][C:17]([Cl:20])=[CH:16][CH:15]=2)O)=[C:5]([C:7]([O:9][CH2:10][CH3:11])=[O:8])[N:6]=1.[CH3:24][O:25][C:26]1[C:34]2[N:33]=[N:32][N:31]([CH3:35])[C:30]=2[CH:29]=[C:28]([NH2:36])[CH:27]=1. Product: [Br:1][C:2]1[N:3]([CH:21]([CH3:23])[CH3:22])[C:4]([CH:12]([C:14]2[CH:19]=[CH:18][C:17]([Cl:20])=[CH:16][CH:15]=2)[NH:36][C:28]2[CH:27]=[C:26]([O:25][CH3:24])[C:34]3[N:33]=[N:32][N:31]([CH3:35])[C:30]=3[CH:29]=2)=[C:5]([C:7]([O:9][CH2:10][CH3:11])=[O:8])[N:6]=1. The catalyst class is: 326. (3) Reactant: [OH:1][C:2]1[CH:7]=[CH:6][CH:5]=[CH:4][C:3]=1[C:8](=[O:14])[CH2:9][C:10]([O:12][CH3:13])=[O:11].[Cl:15][C:16]1[CH:17]=[C:18]([CH:21]=[CH:22][CH:23]=1)[CH:19]=O.N1CCCCC1.C(O)(=O)C. Product: [Cl:15][C:16]1[CH:17]=[C:18]([CH:19]2[CH:9]([C:10]([O:12][CH3:13])=[O:11])[C:8](=[O:14])[C:3]3[C:2](=[CH:7][CH:6]=[CH:5][CH:4]=3)[O:1]2)[CH:21]=[CH:22][CH:23]=1. The catalyst class is: 32. (4) Reactant: [CH3:1][O:2][C:3](=[O:22])[C@H:4]([CH2:13][C:14]1[CH:19]=[CH:18][CH:17]=[C:16]([C:20]#[N:21])[CH:15]=1)[NH:5]C(OC(C)(C)C)=O.C([Cl:26])(=O)C. Product: [ClH:26].[CH3:1][O:2][C:3](=[O:22])[C@H:4]([CH2:13][C:14]1[CH:19]=[CH:18][CH:17]=[C:16]([C:20]#[N:21])[CH:15]=1)[NH2:5]. The catalyst class is: 5. (5) Reactant: [Br:1][C:2]1[CH:3]=[CH:4][C:5]([N:8]2[CH2:12][CH2:11][C@@H:10]([OH:13])[CH2:9]2)=[N:6][CH:7]=1.CCN(CC)CC.[CH3:21][S:22](Cl)(=[O:24])=[O:23]. Product: [Br:1][C:2]1[CH:3]=[CH:4][C:5]([N:8]2[CH2:12][CH2:11][C@@H:10]([O:13][S:22]([CH3:21])(=[O:24])=[O:23])[CH2:9]2)=[N:6][CH:7]=1. The catalyst class is: 2. (6) Reactant: [Br:1][C:2]1[CH:3]=[C:4]2[C:9](=[CH:10][C:11]=1[OH:12])[O:8][C:7](=[O:13])[CH2:6][CH:5]2[CH2:14]Cl.C1(C)C=CC=CC=1.N12CCCN=C1CCCCC2.[N:34]([CH2:37][CH2:38][CH2:39][CH2:40][CH2:41][CH2:42][CH2:43][CH2:44][CH2:45][CH2:46][CH2:47][C:48]([OH:50])=[O:49])=[N+:35]=[N-:36]. Product: [Br:1][C:2]1[CH:3]=[C:4]2[C:9](=[CH:10][C:11]=1[OH:12])[O:8][C:7](=[O:13])[CH2:6][CH:5]2[CH2:14][O:50][C:48](=[O:49])[CH2:47][CH2:46][CH2:45][CH2:44][CH2:43][CH2:42][CH2:41][CH2:40][CH2:39][CH2:38][CH2:37][N:34]=[N+:35]=[N-:36]. The catalyst class is: 22. (7) Reactant: [CH3:1][NH:2][CH2:3][C:4]1[CH:5]=[C:6]([C:10]2[O:11][C:12]3[C:18]([C:19]([O:21]C)=O)=[CH:17][CH:16]=[CH:15][C:13]=3[N:14]=2)[CH:7]=[CH:8][CH:9]=1.O.[NH4+:24]. Product: [CH3:1][NH:2][CH2:3][C:4]1[CH:5]=[C:6]([C:10]2[O:11][C:12]3[C:18]([C:19]([NH2:24])=[O:21])=[CH:17][CH:16]=[CH:15][C:13]=3[N:14]=2)[CH:7]=[CH:8][CH:9]=1. The catalyst class is: 8. (8) Reactant: [CH3:1][O:2][C:3](=[O:16])[C:4]1[C:9]([CH2:10][C:11]([O:13][CH3:14])=[O:12])=[CH:8][CH:7]=[CH:6][C:5]=1[OH:15].[S:17](O[S:17]([C:20]([F:23])([F:22])[F:21])(=[O:19])=[O:18])([C:20]([F:23])([F:22])[F:21])(=[O:19])=[O:18].N1C=CC=CC=1. Product: [CH3:1][O:2][C:3](=[O:16])[C:4]1[C:5]([O:15][S:17]([C:20]([F:23])([F:22])[F:21])(=[O:19])=[O:18])=[CH:6][CH:7]=[CH:8][C:9]=1[CH2:10][C:11]([O:13][CH3:14])=[O:12]. The catalyst class is: 2. (9) Reactant: F[C:2]1[N:7]=[C:6]([C:8]2[C:16]3[C:11](=[CH:12][N:13]=[C:14]([C:17]4[CH:18]=[N:19][CH:20]=[CH:21][CH:22]=4)[CH:15]=3)[N:10]([CH2:23][O:24][CH2:25][CH2:26][Si:27]([CH3:30])([CH3:29])[CH3:28])[N:9]=2)[CH:5]=[CH:4][CH:3]=1.[NH:31]1[CH2:36][CH2:35][NH:34][CH2:33][C:32]1=[O:37]. Product: [N:19]1[CH:20]=[CH:21][CH:22]=[C:17]([C:14]2[CH:15]=[C:16]3[C:8]([C:6]4[N:7]=[C:2]([N:34]5[CH2:35][CH2:36][NH:31][C:32](=[O:37])[CH2:33]5)[CH:3]=[CH:4][CH:5]=4)=[N:9][N:10]([CH2:23][O:24][CH2:25][CH2:26][Si:27]([CH3:30])([CH3:29])[CH3:28])[C:11]3=[CH:12][N:13]=2)[CH:18]=1. The catalyst class is: 17. (10) Reactant: CO[C:3]1[CH:4]=[C:5]([CH2:14][NH:15]C2CC2)C=[C:7](/[CH:9]=[CH:10]/[CH2:11]OC)[CH:8]=1.[CH3:19]COC(C)=O. Product: [CH3:19][CH2:11][CH2:10][CH2:9][CH2:7][CH2:8][CH2:3][CH2:4][CH2:5][CH2:14][NH2:15]. The catalyst class is: 45.